From a dataset of Reaction yield outcomes from USPTO patents with 853,638 reactions. Predict the reaction yield, written as a fraction of the theoretical maximum amount of product (1.0 means a 100% yield; for example, 0.34 means a 34% yield). (1) The reactants are [F:1][C:2]1[CH:7]=[CH:6][C:5]([CH2:8][CH:9]([C:24]2[CH:29]=[CH:28][C:27]([S:30]([CH3:33])(=[O:32])=[O:31])=[CH:26][CH:25]=2)[C:10]([NH:12][C:13]2[N:14]=[CH:15][C:16]([CH2:19][O:20]C(=O)C)=[N:17][CH:18]=2)=[O:11])=[CH:4][CH:3]=1.C([O-])([O-])=O.[K+].[K+].Cl. The catalyst is CO. The product is [F:1][C:2]1[CH:7]=[CH:6][C:5]([CH2:8][CH:9]([C:24]2[CH:25]=[CH:26][C:27]([S:30]([CH3:33])(=[O:31])=[O:32])=[CH:28][CH:29]=2)[C:10]([NH:12][C:13]2[CH:18]=[N:17][C:16]([CH2:19][OH:20])=[CH:15][N:14]=2)=[O:11])=[CH:4][CH:3]=1. The yield is 0.970. (2) The reactants are Br[C:2]1[C:25](=[O:26])[N:24]([CH2:27][C:28]2[C:33]([F:34])=[CH:32][CH:31]=[CH:30][C:29]=2[CH:35]2[CH2:37][CH2:36]2)[C:5]2[N:6]=[C:7]([NH:10][C:11]3[CH:16]=[CH:15][C:14]([N:17]4[CH2:22][CH2:21][N:20]([CH3:23])[CH2:19][CH2:18]4)=[CH:13][CH:12]=3)[N:8]=[CH:9][C:4]=2[CH:3]=1.[C:38]([Si](C)(C)C)#[CH:39].C(=O)([O-])[O-].[K+].[K+]. The catalyst is C(N(CC)CC)C.Cl[Pd](Cl)([P](C1C=CC=CC=1)(C1C=CC=CC=1)C1C=CC=CC=1)[P](C1C=CC=CC=1)(C1C=CC=CC=1)C1C=CC=CC=1.[Cu]I. The product is [CH:35]1([C:29]2[CH:30]=[CH:31][CH:32]=[C:33]([F:34])[C:28]=2[CH2:27][N:24]2[C:5]3[N:6]=[C:7]([NH:10][C:11]4[CH:16]=[CH:15][C:14]([N:17]5[CH2:22][CH2:21][N:20]([CH3:23])[CH2:19][CH2:18]5)=[CH:13][CH:12]=4)[N:8]=[CH:9][C:4]=3[CH:3]=[C:2]([C:38]#[CH:39])[C:25]2=[O:26])[CH2:37][CH2:36]1. The yield is 0.170.